This data is from Full USPTO retrosynthesis dataset with 1.9M reactions from patents (1976-2016). The task is: Predict the reactants needed to synthesize the given product. Given the product [CH:36]1([C:21]2[C:20]([C:18]([NH:17][CH:15]([C:12]3[CH:13]=[CH:14][C:9]([O:8][C:5]([CH3:6])([CH3:7])[C:4]([OH:40])=[O:3])=[C:10]([CH3:39])[CH:11]=3)[CH3:16])=[O:19])=[CH:25][N:24]=[C:23]([C:26]3[CH:31]=[CH:30][C:29]([C:32]([F:34])([F:35])[F:33])=[CH:28][CH:27]=3)[N:22]=2)[CH2:37][CH2:38]1, predict the reactants needed to synthesize it. The reactants are: C([O:3][C:4](=[O:40])[C:5]([O:8][C:9]1[CH:14]=[CH:13][C:12]([CH:15]([NH:17][C:18]([C:20]2[C:21]([CH:36]3[CH2:38][CH2:37]3)=[N:22][C:23]([C:26]3[CH:31]=[CH:30][C:29]([C:32]([F:35])([F:34])[F:33])=[CH:28][CH:27]=3)=[N:24][CH:25]=2)=[O:19])[CH3:16])=[CH:11][C:10]=1[CH3:39])([CH3:7])[CH3:6])C.[Li+].[OH-].